Dataset: Forward reaction prediction with 1.9M reactions from USPTO patents (1976-2016). Task: Predict the product of the given reaction. (1) Given the reactants [Cl:1][C:2]1[CH:3]=[CH:4][C:5]2[NH:11][C:10](=[O:12])[C@@H:9]([CH2:13][C:14]([OH:16])=[O:15])[S:8][C@H:7]([C:17]3[C:26]4[C:21](=[CH:22][CH:23]=[CH:24][CH:25]=4)[CH:20]=[CH:19][CH:18]=3)[C:6]=2[CH:27]=1.I[CH:29]([CH3:31])[CH3:30].C(=O)([O-])[O-].[K+].[K+], predict the reaction product. The product is: [Cl:1][C:2]1[CH:3]=[CH:4][C:5]2[NH:11][C:10](=[O:12])[C@@H:9]([CH2:13][C:14]([O:16][CH:29]([CH3:31])[CH3:30])=[O:15])[S:8][C@H:7]([C:17]3[C:26]4[C:21](=[CH:22][CH:23]=[CH:24][CH:25]=4)[CH:20]=[CH:19][CH:18]=3)[C:6]=2[CH:27]=1. (2) Given the reactants [NH:1]1[CH:5]=[CH:4][C:3]([C:6]2[CH:7]=[C:8]([CH:11]=[CH:12][CH:13]=2)[C:9]#[N:10])=[N:2]1.[F:14][CH:15]([F:26])[O:16][C:17]1[CH:22]=[CH:21][C:20](B(O)O)=[CH:19][CH:18]=1.N1C=CC=CC=1, predict the reaction product. The product is: [F:14][CH:15]([F:26])[O:16][C:17]1[CH:22]=[CH:21][C:20]([N:1]2[CH:5]=[CH:4][C:3]([C:6]3[CH:7]=[C:8]([CH:11]=[CH:12][CH:13]=3)[C:9]#[N:10])=[N:2]2)=[CH:19][CH:18]=1. (3) Given the reactants [CH3:1][O:2][C:3]([C:5]1[CH:10]=[CH:9][C:8]([CH2:11][N:12]2[CH2:17][C@@H:16]3[CH2:18][C@H:13]2[CH2:14][N:15]3C(OC(C)(C)C)=O)=[CH:7][CH:6]=1)=[O:4].C([O-])([O-])=O.[K+].[K+], predict the reaction product. The product is: [C@H:13]12[CH2:18][C@H:16]([NH:15][CH2:14]1)[CH2:17][N:12]2[CH2:11][C:8]1[CH:9]=[CH:10][C:5]([C:3]([O:2][CH3:1])=[O:4])=[CH:6][CH:7]=1. (4) Given the reactants [Br:1][C:2]1[CH:7]=[C:6](F)[C:5]([F:9])=[CH:4][C:3]=1[N+:10]([O-:12])=[O:11].[CH3:13][O-:14].[Na+], predict the reaction product. The product is: [Br:1][C:2]1[CH:7]=[C:6]([O:14][CH3:13])[C:5]([F:9])=[CH:4][C:3]=1[N+:10]([O-:12])=[O:11].